Predict the reaction yield, written as a fraction of the theoretical maximum amount of product (1.0 means a 100% yield; for example, 0.34 means a 34% yield). From a dataset of Reaction yield outcomes from USPTO patents with 853,638 reactions. (1) The reactants are O=[C:2]([CH3:9])[CH2:3][C:4]([O:6][CH2:7][CH3:8])=[O:5].[C:10](O)(=O)[CH3:11].[N:14]([O-])=O.[Na+].COC(OC)CC(=O)C. The catalyst is [Zn].CCCCCCC. The product is [CH2:7]([O:6][C:4]([C:3]1[NH:14][C:10]([CH3:11])=[CH:9][CH:2]=1)=[O:5])[CH3:8]. The yield is 0.136. (2) The reactants are [NH2:1][CH:2]([C:7]([O:9][CH3:10])=[O:8])[C:3]([O:5][CH3:6])=[O:4].[F:11][C:12]1[CH:23]=[CH:22][C:15]([O:16][CH2:17][CH2:18][C:19](O)=[O:20])=[CH:14][CH:13]=1. No catalyst specified. The product is [F:11][C:12]1[CH:23]=[CH:22][C:15]([O:16][CH2:17][CH2:18][C:19]([NH:1][CH:2]([C:7]([O:9][CH3:10])=[O:8])[C:3]([O:5][CH3:6])=[O:4])=[O:20])=[CH:14][CH:13]=1. The yield is 0.800. (3) The reactants are [CH3:1][O:2][C:3]1[CH:4]=[C:5]2[C:10](=[CH:11][C:12]=1[O:13][CH3:14])[N:9]=[CH:8][CH:7]=[C:6]2[O:15][C:16]1[CH:22]=[CH:21][C:19]([NH2:20])=[C:18]([N+:23]([O-:25])=[O:24])[CH:17]=1.C(O)C.[CH3:29][C:30]1[CH:35]=[CH:34][CH:33]=[CH:32][C:31]=1[C:36]([N:38]=[C:39]=[S:40])=[O:37]. The catalyst is C1(C)C=CC=CC=1. The product is [CH3:1][O:2][C:3]1[CH:4]=[C:5]2[C:10](=[CH:11][C:12]=1[O:13][CH3:14])[N:9]=[CH:8][CH:7]=[C:6]2[O:15][C:16]1[CH:22]=[CH:21][C:19]([NH:20][C:39]([NH:38][C:36](=[O:37])[C:31]2[CH:32]=[CH:33][CH:34]=[CH:35][C:30]=2[CH3:29])=[S:40])=[C:18]([N+:23]([O-:25])=[O:24])[CH:17]=1. The yield is 0.800. (4) The product is [F:1][C:2]1[CH:7]=[N:6][C:5]2[N:8]([S:23]([C:20]3[CH:21]=[CH:22][C:17]([CH3:16])=[CH:18][CH:19]=3)(=[O:25])=[O:24])[CH:9]=[C:10]([I:11])[C:4]=2[C:3]=1[CH:12]=[O:13]. The catalyst is CN(C=O)C.CCOC(C)=O. The reactants are [F:1][C:2]1[CH:7]=[N:6][C:5]2[NH:8][CH:9]=[C:10]([I:11])[C:4]=2[C:3]=1[CH:12]=[O:13].[OH-].[Na+].[CH3:16][C:17]1[CH:22]=[CH:21][C:20]([S:23](Cl)(=[O:25])=[O:24])=[CH:19][CH:18]=1. The yield is 0.550. (5) The reactants are [CH3:1][C:2]([O:5][C:6](O[C:6]([O:5][C:2]([CH3:4])([CH3:3])[CH3:1])=[O:7])=[O:7])([CH3:4])[CH3:3].[Br:16][C:17]1[C:18]2[C@@H:19]3[CH2:30][CH2:29][N:28]([C:31]([O:33][C:34]([CH3:37])([CH3:36])[CH3:35])=[O:32])[CH2:27][CH2:26][C@@H:20]3[NH:21][C:22]=2[CH:23]=[CH:24][CH:25]=1.[OH-].[Na+]. The catalyst is C1COCC1.O. The product is [Br:16][C:17]1[C:18]2[C@@H:19]3[CH2:30][CH2:29][N:28]([C:31]([O:33][C:34]([CH3:37])([CH3:36])[CH3:35])=[O:32])[CH2:27][CH2:26][C@@H:20]3[N:21]([C:6]([O:5][C:2]([CH3:4])([CH3:3])[CH3:1])=[O:7])[C:22]=2[CH:23]=[CH:24][CH:25]=1. The yield is 0.690. (6) The reactants are [N:1]1[CH:6]=[CH:5][C:4]([C:7]2[N:17]=[C:11]3[CH2:12][CH2:13][O:14][CH2:15][CH2:16][N:10]3[C:9](=[O:18])[CH:8]=2)=[N:3][CH:2]=1.C[Si]([N-][Si](C)(C)C)(C)C.[Li+].[Br:29]Br. The catalyst is O1CCCC1. The product is [Br:29][CH:12]1[C:11]2=[N:17][C:7]([C:4]3[CH:5]=[CH:6][N:1]=[CH:2][N:3]=3)=[CH:8][C:9](=[O:18])[N:10]2[CH2:16][CH2:15][O:14][CH2:13]1. The yield is 0.330. (7) The reactants are [Cl:1][C:2]1[C:3]([CH3:13])=[CH:4][C:5]([O:11][CH3:12])=[C:6]([C:8](=[O:10])[CH3:9])[CH:7]=1.[Br:14]N1C(=O)CCC1=O. The catalyst is C(O)(=O)C. The product is [Br:14][C:4]1[C:5]([O:11][CH3:12])=[C:6]([C:8](=[O:10])[CH3:9])[CH:7]=[C:2]([Cl:1])[C:3]=1[CH3:13]. The yield is 0.380. (8) The yield is 0.240. No catalyst specified. The reactants are [NH2:1][C@H:2]1[CH2:7][CH2:6][C@H:5]([CH2:8][CH2:9][N:10]2[C:15]3[CH:16]=[C:17]([O:20][CH3:21])[CH:18]=[CH:19][C:14]=3[O:13][CH2:12][C:11]2=[O:22])[CH2:4][CH2:3]1.[O:23]=[C:24]1[CH2:29][O:28][C:27]2[CH:30]=[CH:31][C:32]([CH:34]=O)=[N:33][C:26]=2[NH:25]1.C([BH3-])#N.[Na+]. The product is [CH3:21][O:20][C:17]1[CH:18]=[CH:19][C:14]2[O:13][CH2:12][C:11](=[O:22])[N:10]([CH2:9][CH2:8][C@H:5]3[CH2:6][CH2:7][C@H:2]([NH:1][CH2:34][C:32]4[CH:31]=[CH:30][C:27]5[O:28][CH2:29][C:24](=[O:23])[NH:25][C:26]=5[N:33]=4)[CH2:3][CH2:4]3)[C:15]=2[CH:16]=1.